From a dataset of Forward reaction prediction with 1.9M reactions from USPTO patents (1976-2016). Predict the product of the given reaction. Given the reactants [NH2:1][C:2]1[CH:3]=[C:4]([CH:9]=[CH:10][C:11]=1[F:12])[C:5]([O:7][CH3:8])=[O:6].[CH:13]1([S:16](Cl)(=[O:18])=[O:17])[CH2:15][CH2:14]1.Cl, predict the reaction product. The product is: [CH:13]1([S:16]([NH:1][C:2]2[CH:3]=[C:4]([CH:9]=[CH:10][C:11]=2[F:12])[C:5]([O:7][CH3:8])=[O:6])(=[O:18])=[O:17])[CH2:15][CH2:14]1.